Dataset: Forward reaction prediction with 1.9M reactions from USPTO patents (1976-2016). Task: Predict the product of the given reaction. (1) Given the reactants C([O:3][C:4](=[O:49])[CH:5]([O:35][C:36]1[CH:41]=[CH:40][CH:39]=[CH:38][C:37]=1[CH2:42][CH2:43][C:44]([O:46]CC)=[O:45])[CH:6]([CH2:8][CH2:9][CH2:10][CH2:11][CH2:12][CH2:13][O:14][C:15]1[CH:20]=[C:19]([C:21]2[C:22](=[O:33])[N:23]([CH3:32])[C:24]([CH3:31])=[CH:25][C:26]=2[C:27]([F:30])([F:29])[F:28])[CH:18]=[C:17]([Br:34])[CH:16]=1)[CH3:7])C.[OH-].[Na+], predict the reaction product. The product is: [Br:34][C:17]1[CH:16]=[C:15]([CH:20]=[C:19]([C:21]2[C:22](=[O:33])[N:23]([CH3:32])[C:24]([CH3:31])=[CH:25][C:26]=2[C:27]([F:28])([F:30])[F:29])[CH:18]=1)[O:14][CH2:13][CH2:12][CH2:11][CH2:10][CH2:9][CH2:8][CH:6]([CH3:7])[CH:5]([O:35][C:36]1[CH:41]=[CH:40][CH:39]=[CH:38][C:37]=1[CH2:42][CH2:43][C:44]([OH:46])=[O:45])[C:4]([OH:49])=[O:3]. (2) Given the reactants [F:1][C:2]([F:67])([C:63]([F:66])([F:65])[F:64])[C:3]([F:62])([F:61])[C:4]1[N:8]=[C:7]([C:9]2[CH:14]=[CH:13][C:12]([NH:15][C:16](=[O:60])[C@@H:17]([NH:42][C:43]([C@H:45]3[CH2:50][CH2:49][C@H:48]([CH2:51][NH:52]C(=O)OC(C)(C)C)[CH2:47][CH2:46]3)=[O:44])[CH2:18][C:19]3[CH:24]=[CH:23][C:22]([C:25]4[CH:30]=[CH:29][C:28]([C:31](=[O:40])[NH:32][CH:33]5[CH2:38][CH2:37][CH2:36][NH:35][C:34]5=[O:39])=[CH:27][C:26]=4[CH3:41])=[CH:21][CH:20]=3)=[CH:11][CH:10]=2)[NH:6][N:5]=1.[ClH:68], predict the reaction product. The product is: [ClH:68].[NH2:52][CH2:51][C@H:48]1[CH2:49][CH2:50][C@H:45]([C:43]([NH:42][C@H:17]([C:16]([NH:15][C:12]2[CH:11]=[CH:10][C:9]([C:7]3[NH:6][N:5]=[C:4]([C:3]([F:61])([F:62])[C:2]([F:67])([F:1])[C:63]([F:64])([F:65])[F:66])[N:8]=3)=[CH:14][CH:13]=2)=[O:60])[CH2:18][C:19]2[CH:20]=[CH:21][C:22]([C:25]3[CH:30]=[CH:29][C:28]([C:31]([NH:32][CH:33]4[CH2:38][CH2:37][CH2:36][NH:35][C:34]4=[O:39])=[O:40])=[CH:27][C:26]=3[CH3:41])=[CH:23][CH:24]=2)=[O:44])[CH2:46][CH2:47]1.